From a dataset of Full USPTO retrosynthesis dataset with 1.9M reactions from patents (1976-2016). Predict the reactants needed to synthesize the given product. (1) Given the product [Cl:10][C:6]1[N:5]=[C:4]([S:11][CH3:12])[N:3]=[C:2]2[N:20]([CH2:22][CH2:23][OH:24])[N:21]=[CH:8][C:7]=12, predict the reactants needed to synthesize it. The reactants are: Cl[C:2]1[C:7]([CH:8]=O)=[C:6]([Cl:10])[N:5]=[C:4]([S:11][CH3:12])[N:3]=1.C(N(CC)CC)C.[NH:20]([CH2:22][CH2:23][OH:24])[NH2:21]. (2) Given the product [C:21](=[N:34][C:17]1[CH:18]=[CH:19][C:14]([CH:12]2[O:11][CH2:10][CH2:9][N:8]([CH2:1][C:2]3[CH:7]=[CH:6][CH:5]=[CH:4][CH:3]=3)[CH2:13]2)=[CH:15][CH:16]=1)([C:28]1[CH:29]=[CH:30][CH:31]=[CH:32][CH:33]=1)[C:22]1[CH:27]=[CH:26][CH:25]=[CH:24][CH:23]=1, predict the reactants needed to synthesize it. The reactants are: [CH2:1]([N:8]1[CH2:13][CH:12]([C:14]2[CH:19]=[CH:18][C:17](Br)=[CH:16][CH:15]=2)[O:11][CH2:10][CH2:9]1)[C:2]1[CH:7]=[CH:6][CH:5]=[CH:4][CH:3]=1.[C:21](=[NH:34])([C:28]1[CH:33]=[CH:32][CH:31]=[CH:30][CH:29]=1)[C:22]1[CH:27]=[CH:26][CH:25]=[CH:24][CH:23]=1.C1(P(C2C=CC=CC=2)C2C=CC3C(=CC=CC=3)C=2C2C3C(=CC=CC=3)C=CC=2P(C2C=CC=CC=2)C2C=CC=CC=2)C=CC=CC=1.CC([O-])(C)C.[Na+].C([O-])(O)=O.[Na+]. (3) The reactants are: O[CH2:2][C@H:3]([N:6]1[C:19](=[O:20])[C:18]2[C:9](=[CH:10][C:11]3[C:12](=[O:30])[N:13]([C@H:21]([CH2:28][CH3:29])[CH2:22][N:23]4[N:27]=[N:26][CH:25]=[N:24]4)[CH:14]=[N:15][C:16]=3[CH:17]=2)[N:8]=[CH:7]1)[CH2:4][CH3:5].[NH:31]1[CH:35]=[N:34][C:33](C(OC)=O)=[N:32]1.C1(P(C2C=CC=CC=2)C2C=CC=CC=2)C=CC=CC=1.CC(OC(/N=N/C(OC(C)C)=O)=O)C. Given the product [N:24]1[N:23]([CH2:22][C@H:21]([N:13]2[C:12](=[O:30])[C:11]3[C:16](=[CH:17][C:18]4[C:19](=[O:20])[N:6]([C@H:3]([CH2:4][CH3:5])[CH2:2][N:34]5[CH:33]=[N:32][N:31]=[CH:35]5)[CH:7]=[N:8][C:9]=4[CH:10]=3)[N:15]=[CH:14]2)[CH2:28][CH3:29])[N:27]=[N:26][CH:25]=1, predict the reactants needed to synthesize it.